Dataset: Catalyst prediction with 721,799 reactions and 888 catalyst types from USPTO. Task: Predict which catalyst facilitates the given reaction. (1) Reactant: [CH2:1]([O:3][C:4](=[O:37])[C:5]1[CH:10]=[CH:9][C:8]([CH2:11][CH2:12][CH2:13][C:14]2[C:22]3[C:17](=[CH:18][CH:19]=[C:20]([Cl:23])[CH:21]=3)[NH:16][C:15]=2[CH2:24][CH2:25][N:26]2C(=O)C3[C:28](=CC=CC=3)[C:27]2=[O:36])=[CH:7][CH:6]=1)[CH3:2].NN.C(OC(=O)C)(=O)C.O. Product: [CH2:1]([O:3][C:4](=[O:37])[C:5]1[CH:6]=[CH:7][C:8]([CH2:11][CH2:12][CH2:13][C:14]2[C:22]3[C:17](=[CH:18][CH:19]=[C:20]([Cl:23])[CH:21]=3)[NH:16][C:15]=2[CH2:24][CH2:25][NH:26][C:27](=[O:36])[CH3:28])=[CH:9][CH:10]=1)[CH3:2]. The catalyst class is: 41. (2) Reactant: [F:1][C:2]1[CH:7]=[CH:6][C:5]([C:8]2[N:9]([Si:19]([CH:26]([CH3:28])[CH3:27])([CH:23]([CH3:25])[CH3:24])[CH:20]([CH3:22])[CH3:21])[CH:10]=[CH:11][C:12]=2[C:13]2[CH:18]=[CH:17][N:16]=[CH:15][CH:14]=2)=[CH:4][CH:3]=1.[Br:29]N1C(=O)CCC1=O. Product: [Br:29][C:11]1[C:12]([C:13]2[CH:18]=[CH:17][N:16]=[CH:15][CH:14]=2)=[C:8]([C:5]2[CH:4]=[CH:3][C:2]([F:1])=[CH:7][CH:6]=2)[N:9]([Si:19]([CH:23]([CH3:25])[CH3:24])([CH:26]([CH3:28])[CH3:27])[CH:20]([CH3:21])[CH3:22])[CH:10]=1. The catalyst class is: 7. (3) Reactant: N#N.[Cl:3][CH2:4][C:5]1[NH:6][C:7]2[CH:13]=[CH:12][CH:11]=[CH:10][C:8]=2[N:9]=1.[H-].[Na+]. Product: [N:6]1[C:7]2[CH:13]=[CH:12][CH:11]=[CH:10][C:8]=2[NH:9][C:5]=1[CH2:4][N:9]1[C:8]2[CH:10]=[CH:11][CH:12]=[CH:13][C:7]=2[N:6]=[C:5]1[CH2:4][Cl:3]. The catalyst class is: 1.